From a dataset of Catalyst prediction with 721,799 reactions and 888 catalyst types from USPTO. Predict which catalyst facilitates the given reaction. (1) Reactant: [C:1]1([C@H:7]2[CH2:12][CH2:11][C@H:10]([CH2:13][C:14]([O:16][CH2:17][CH3:18])=[O:15])[CH2:9][CH2:8]2)[CH:6]=[CH:5][CH:4]=[CH:3][CH:2]=1.[Al+3].[Cl-].[Cl-].[Cl-].C(Cl)(=O)[C:24]([Cl:26])=[O:25].[Cl-].[Ca+2].[Cl-]. Product: [Cl:26][C:24]([C:4]1[CH:5]=[CH:6][C:1]([C@H:7]2[CH2:8][CH2:9][C@H:10]([CH2:13][C:14]([O:16][CH2:17][CH3:18])=[O:15])[CH2:11][CH2:12]2)=[CH:2][CH:3]=1)=[O:25]. The catalyst class is: 46. (2) Reactant: C(OC([N:8]1[CH2:13][CH2:12][CH2:11][C@@H:10]([O:14][Si:15]([C:18]([CH3:21])([CH3:20])[CH3:19])([CH3:17])[CH3:16])[C@H:9]1[CH2:22][NH:23][C:24]1[CH:29]=[CH:28][C:27]([C:30]#[N:31])=[C:26]([Cl:32])[C:25]=1[CH3:33])=O)(C)(C)C. Product: [Si:15]([O:14][C@@H:10]1[CH2:11][CH2:12][CH2:13][NH:8][C@H:9]1[CH2:22][NH:23][C:24]1[CH:29]=[CH:28][C:27]([C:30]#[N:31])=[C:26]([Cl:32])[C:25]=1[CH3:33])([C:18]([CH3:21])([CH3:20])[CH3:19])([CH3:16])[CH3:17]. The catalyst class is: 137. (3) Reactant: CO[C:3](=[O:13])[C:4]1[C:9]([CH2:10]Br)=[CH:8][CH:7]=[CH:6][C:5]=1[Br:12].[N:14]1[C:23]2[C:18](=[CH:19][CH:20]=[CH:21][CH:22]=2)[CH:17]=[CH:16][C:15]=1[CH2:24][CH2:25][NH2:26]. Product: [Br:12][C:5]1[CH:6]=[CH:7][CH:8]=[C:9]2[C:4]=1[C:3](=[O:13])[N:26]([CH2:25][CH2:24][C:15]1[CH:16]=[CH:17][C:18]3[C:23](=[CH:22][CH:21]=[CH:20][CH:19]=3)[N:14]=1)[CH2:10]2. The catalyst class is: 14. (4) Reactant: [CH2:1]([O:8][C@H:9]1[C@H:14]([O:15][CH2:16][C:17]2[CH:22]=[CH:21][CH:20]=[CH:19][CH:18]=2)[C@@H:13]([O:23][CH2:24][C:25]2[CH:30]=[CH:29][CH:28]=[CH:27][CH:26]=2)[CH:12]([O:31]C)[O:11][C@@H:10]1[CH2:33][O:34][CH2:35][C:36]1[CH:41]=[CH:40][CH:39]=[CH:38][CH:37]=1)[C:2]1[CH:7]=[CH:6][CH:5]=[CH:4][CH:3]=1.OS(O)(=O)=O. Product: [CH2:24]([O:23][C@@H:13]1[C@@H:14]([O:15][CH2:16][C:17]2[CH:22]=[CH:21][CH:20]=[CH:19][CH:18]=2)[C@H:9]([O:8][CH2:1][C:2]2[CH:3]=[CH:4][CH:5]=[CH:6][CH:7]=2)[C@@H:10]([CH2:33][O:34][CH2:35][C:36]2[CH:37]=[CH:38][CH:39]=[CH:40][CH:41]=2)[O:11][CH:12]1[OH:31])[C:25]1[CH:30]=[CH:29][CH:28]=[CH:27][CH:26]=1. The catalyst class is: 52. (5) Reactant: [CH2:1]([O:3][C:4](=[O:11])[CH2:5][C:6]1[N:7]=[N:8][NH:9][N:10]=1)[CH3:2].S(=O)(=O)(O)O.C(OCC)(=O)C.[OH-].[Na+].[CH3:25][C:26](O)([CH3:28])[CH3:27]. Product: [CH2:1]([O:3][C:4](=[O:11])[CH2:5][C:6]1[N:7]=[N:8][N:9]([C:26]([CH3:28])([CH3:27])[CH3:25])[N:10]=1)[CH3:2]. The catalyst class is: 55. (6) Reactant: [C:1](Cl)(Cl)=[O:2].[Cl:5][C:6]1[CH:13]=[CH:12][CH:11]=[CH:10][C:7]=1[CH2:8][OH:9].[N:14]1([S:20]([C:23]2[CH:28]=[CH:27][C:26]([NH:29][C:30](=[O:33])[CH:31]=[CH2:32])=[CH:25][CH:24]=2)(=[O:22])=[O:21])[CH2:19][CH2:18][NH:17][CH2:16][CH2:15]1.C(N(C(C)C)CC)(C)C. Product: [Cl:5][C:6]1[CH:13]=[CH:12][CH:11]=[CH:10][C:7]=1[CH2:8][O:9][C:1]([N:17]1[CH2:16][CH2:15][N:14]([S:20]([C:23]2[CH:24]=[CH:25][C:26]([NH:29][C:30](=[O:33])[CH:31]=[CH2:32])=[CH:27][CH:28]=2)(=[O:21])=[O:22])[CH2:19][CH2:18]1)=[O:2]. The catalyst class is: 118. (7) Reactant: [C:1]([C:3]1[CH:4]=[CH:5][C:6]([O:16][CH2:17][C@H:18]2[CH2:20][O:19]2)=[C:7]([CH:15]=1)[C:8]([NH:10][CH2:11][CH2:12][C:13]#[N:14])=[O:9])#[N:2].[CH2:21]([NH:23][C:24]([N:26]1[CH2:33][CH:32]2[CH2:34][CH:28]([CH2:29][NH:30][CH2:31]2)[CH2:27]1)=[O:25])[CH3:22].O. Product: [C:1]([C:3]1[CH:4]=[CH:5][C:6]([O:16][CH2:17][C@H:18]([OH:19])[CH2:20][N:30]2[CH2:29][CH:28]3[CH2:34][CH:32]([CH2:33][N:26]([C:24]([NH:23][CH2:21][CH3:22])=[O:25])[CH2:27]3)[CH2:31]2)=[C:7]([C:8]([NH:10][CH2:11][CH2:12][C:13]#[N:14])=[O:9])[CH:15]=1)#[N:2]. The catalyst class is: 32. (8) Reactant: Cl[CH2:2][CH2:3][C:4]([C:6]1[CH:11]=[CH:10][C:9]([CH2:12][CH2:13][CH2:14][CH2:15][CH2:16][CH2:17][CH2:18][CH3:19])=[CH:8][CH:7]=1)=[O:5].CN(C)C=O.[N:25]([O-:27])=[O:26].[Na+].O. Product: [N+:25]([CH2:2][CH2:3][C:4]([C:6]1[CH:11]=[CH:10][C:9]([CH2:12][CH2:13][CH2:14][CH2:15][CH2:16][CH2:17][CH2:18][CH3:19])=[CH:8][CH:7]=1)=[O:5])([O-:27])=[O:26]. The catalyst class is: 195. (9) Reactant: [CH3:1][O:2][C:3]1[CH:20]=[CH:19][C:6]2[NH:7][C:8](=[O:18])[N:9]([CH:12]3[CH2:17][CH2:16][NH:15][CH2:14][CH2:13]3)[CH2:10][CH2:11][C:5]=2[CH:4]=1.Cl[C:22]1[N:27]=[CH:26][N:25]=[C:24]([C:28]([C:30]2[CH:41]=[C:40]([CH3:42])[C:33]3[N:34]([CH2:38][CH3:39])[C:35](=[O:37])[O:36][C:32]=3[CH:31]=2)=[O:29])[CH:23]=1.CCN(C(C)C)C(C)C. Product: [CH2:38]([N:34]1[C:33]2[C:40]([CH3:42])=[CH:41][C:30]([C:28]([C:24]3[N:25]=[CH:26][N:27]=[C:22]([N:15]4[CH2:14][CH2:13][CH:12]([N:9]5[CH2:10][CH2:11][C:5]6[CH:4]=[C:3]([O:2][CH3:1])[CH:20]=[CH:19][C:6]=6[NH:7][C:8]5=[O:18])[CH2:17][CH2:16]4)[CH:23]=3)=[O:29])=[CH:31][C:32]=2[O:36][C:35]1=[O:37])[CH3:39]. The catalyst class is: 3.